This data is from Peptide-MHC class I binding affinity with 185,985 pairs from IEDB/IMGT. The task is: Regression. Given a peptide amino acid sequence and an MHC pseudo amino acid sequence, predict their binding affinity value. This is MHC class I binding data. (1) The peptide sequence is VPRPCQKSL. The MHC is HLA-A02:06 with pseudo-sequence HLA-A02:06. The binding affinity (normalized) is 0.473. (2) The MHC is HLA-A11:01 with pseudo-sequence HLA-A11:01. The peptide sequence is HLTWSHAGY. The binding affinity (normalized) is 0.0847. (3) The peptide sequence is GYRWMCLRR. The MHC is HLA-A68:02 with pseudo-sequence HLA-A68:02. The binding affinity (normalized) is 0. (4) The peptide sequence is NPNMTDKTPV. The MHC is HLA-B07:02 with pseudo-sequence HLA-B07:02. The binding affinity (normalized) is 0.559. (5) The peptide sequence is TLLVDLLWL. The MHC is HLA-A33:01 with pseudo-sequence HLA-A33:01. The binding affinity (normalized) is 0.